Dataset: Experimentally validated miRNA-target interactions with 360,000+ pairs, plus equal number of negative samples. Task: Binary Classification. Given a miRNA mature sequence and a target amino acid sequence, predict their likelihood of interaction. (1) The miRNA is hsa-miR-4799-3p with sequence ACUGGCAUGCUGCAUUUAUAUA. The protein sequence of the target gene is MAVMDLSSPWALTKQDSACFHLRNAEEERMIAVFLTTWLQEPMTFKDVAVEFTQEEWMMLDSAQRSLYRDVMLENYRNLTSVEYQLYRLTVISPLDQEEIRNMKKRIPQAICPDQKIQPKTKESTVQKILWEEPSNAVKMIKLTMHNWSSTLREDWECHKIRKQHKIPGGHWRQMIYAPKKTVPQELFRDYHELEENSKLGSKLIFSQSIFTSKHCQKCYSEIGCLKHNSIINNYVKNSISEKLYESHECDTTLWHFQRNQTVQKEYTYSKHGMHFTHNMFPVPNNLHMAQNACECNKDE.... Result: 0 (no interaction). (2) The miRNA is ath-miR837-3p with sequence AAACGAACAAAAAACUGAUGG. The protein sequence of the target gene is MGRAWGLLVGLLGVVWLLRLGHGEERRPETAAQRCFCQVSGYLDDCTCDVETIDKFNNYRLFPRLQKLLESDYFRYYKVNLKKPCPFWNDINQCGRRDCAVKPCHSDEVPDGIKSASYKYSEEANRIEECEQAERLGAVDESLSEETQKAVLQWTKHDDSSDSFCEIDDIQSPDAEYVDLLLNPERYTGYKGPDAWRIWSVIYEENCFKPQTIQRPLASGRGKSKENTFYNWLEGLCVEKRAFYRLISGLHASINVHLSARYLLQDTWLEKKWGHNVTEFQQRFDGILTEGEGPRRLRNL.... Result: 0 (no interaction). (3) The protein sequence of the target gene is MESPLIYVSVLLLNIFEFSSGIVYNKDDTEKRFACSNKGFPQENEIIKLYLFLENLKIQCFFQTENEIASKAMLSVFTSGGLAPSLGIMNSTYNGIFHFNLTLFSDRILWLVDIPRENITQSTDIAAVEEWLVRITLHHGLNIYATEGTLLDVIREPILQWTPGDVIPESEISKLYPHVVDLKVTKCPCANDVALLGFIVDTIVDGVYIGITFGGFWHDYDTTWFNMTQTIYSQLQEEYEDLSLVDMVLTNHFLVILTSLGLFVSEDLRYPSRHSLSFSRADFCGFERVDYVKGKLWYNE.... Result: 0 (no interaction). The miRNA is hsa-miR-568 with sequence AUGUAUAAAUGUAUACACAC. (4) The miRNA is rno-miR-144-3p with sequence UACAGUAUAGAUGAUGUACU. The protein sequence of the target gene is MSSVKRSLKQEIVTQFHCSAAEGDIAKLTGILSHSPSLLNETSENGWTALMYAARNGHPEIVQFLLEKGCDRSIVNKSRQTALDIAVFWGYKHIANLLATAKGGKKPWFLTNEVEECENYFSKTLLDRKSEKRNNSDWLLAKESHPATVFILFSDLNPLVTLGGNKESFQQPEVRLCQLNYTDIKDYLAQPEKITLIFLGVELEIKDKLLNYAGEVPREEEDGLVAWFALGIDPIAAEEFKQRHENCYFLHPPMPALLQLKEKEAGVVAQARSVLAWHSRYKFCPTCGNATKIEEGGYKR.... Result: 0 (no interaction).